The task is: Predict the reactants needed to synthesize the given product.. This data is from Full USPTO retrosynthesis dataset with 1.9M reactions from patents (1976-2016). (1) The reactants are: [CH2:1]([C:3]1[N:7]2[CH:8]=[C:9]([N+:12]([O-])=O)[CH:10]=[CH:11][C:6]2=[N:5][N:4]=1)[CH3:2].C(O)C. Given the product [CH2:1]([C:3]1[N:7]2[CH:8]=[C:9]([NH2:12])[CH:10]=[CH:11][C:6]2=[N:5][N:4]=1)[CH3:2], predict the reactants needed to synthesize it. (2) Given the product [Br:1][C:2]1[CH:7]=[CH:6][C:5]([NH:8][C:9]2[C:18]3[C:13](=[CH:14][C:15]([O:20][CH3:21])=[C:16]([O:19][CH2:24][CH2:25][CH2:26][N:27]4[CH2:32][CH2:31][CH:30]5[CH2:33][O:34][CH2:35][CH:29]5[CH2:28]4)[CH:17]=3)[N:12]=[CH:11][N:10]=2)=[C:4]([F:22])[CH:3]=1, predict the reactants needed to synthesize it. The reactants are: [Br:1][C:2]1[CH:7]=[CH:6][C:5]([NH:8][C:9]2[C:18]3[C:13](=[CH:14][C:15]([O:20][CH3:21])=[C:16]([OH:19])[CH:17]=3)[N:12]=[CH:11][N:10]=2)=[C:4]([F:22])[CH:3]=1.Cl[CH2:24][CH2:25][CH2:26][N:27]1[CH2:32][CH2:31][CH:30]2[CH2:33][O:34][CH2:35][CH:29]2[CH2:28]1.C([O-])([O-])=O.[K+].[K+].C(Cl)Cl. (3) Given the product [CH3:20][O:21][C:22]1[CH:27]=[C:26]([O:28][CH3:29])[CH:25]=[CH:24][C:23]=1[S:30]([NH:1][C:2]1[CH:3]=[CH:4][C:5]([C:8]2[S:12][C:11]([CH2:13][CH2:14][CH2:15][C:16]([O:18][CH3:19])=[O:17])=[N:10][CH:9]=2)=[CH:6][CH:7]=1)(=[O:31])=[O:32], predict the reactants needed to synthesize it. The reactants are: [NH2:1][C:2]1[CH:7]=[CH:6][C:5]([C:8]2[S:12][C:11]([CH2:13][CH2:14][CH2:15][C:16]([O:18][CH3:19])=[O:17])=[N:10][CH:9]=2)=[CH:4][CH:3]=1.[CH3:20][O:21][C:22]1[CH:27]=[C:26]([O:28][CH3:29])[CH:25]=[CH:24][C:23]=1[S:30](Cl)(=[O:32])=[O:31]. (4) Given the product [C:23]([O:22][C:20]([C:6]1[C:7]([N:37]([CH2:36][CH2:35][O:34][CH3:33])[CH3:38])=[N:8][C:9]2[C:4]([C:5]=1[C:27]1[CH:28]=[CH:29][CH:30]=[CH:31][CH:32]=1)=[CH:3][C:2]([Cl:1])=[CH:11][CH:10]=2)=[O:21])([CH3:25])([CH3:26])[CH3:24], predict the reactants needed to synthesize it. The reactants are: [Cl:1][C:2]1[CH:3]=[C:4]2[C:9](=[CH:10][CH:11]=1)[N:8]=[C:7](OS(C(F)(F)F)(=O)=O)[C:6]([C:20]([O:22][C:23]([CH3:26])([CH3:25])[CH3:24])=[O:21])=[C:5]2[C:27]1[CH:32]=[CH:31][CH:30]=[CH:29][CH:28]=1.[CH3:33][O:34][CH2:35][CH2:36][NH:37][CH3:38]. (5) Given the product [Br:22][CH2:21][CH2:20][C:16]1[CH:15]=[C:14]2[C:19](=[CH:18][CH:17]=1)[N:11]([C:8](=[O:10])[CH3:9])[CH2:12][CH2:13]2, predict the reactants needed to synthesize it. The reactants are: C([SiH](CC)CC)C.[C:8]([N:11]1[C:19]2[C:14](=[CH:15][C:16]([C:20](=O)[CH2:21][Br:22])=[CH:17][CH:18]=2)[CH2:13][CH2:12]1)(=[O:10])[CH3:9]. (6) Given the product [CH:21]1([S:26]([N:11]2[CH2:12][CH2:13][N:8]([C:5]3[CH:6]=[CH:7][C:2]([B:30]4[O:34][C:33]([CH3:36])([CH3:35])[C:32]([CH3:38])([CH3:37])[O:31]4)=[CH:3][CH:4]=3)[CH2:9][CH2:10]2)(=[O:28])=[O:27])[CH2:25][CH2:24][CH2:23][CH2:22]1, predict the reactants needed to synthesize it. The reactants are: Br[C:2]1[CH:7]=[CH:6][C:5]([N:8]2[CH2:13][CH2:12][NH:11][CH2:10][CH2:9]2)=[CH:4][CH:3]=1.C(N(CC)CC)C.[CH:21]1([S:26](Cl)(=[O:28])=[O:27])[CH2:25][CH2:24][CH2:23][CH2:22]1.[B:30]1([B:30]2[O:34][C:33]([CH3:36])([CH3:35])[C:32]([CH3:38])([CH3:37])[O:31]2)[O:34][C:33]([CH3:36])([CH3:35])[C:32]([CH3:38])([CH3:37])[O:31]1.C([O-])(=O)C.[K+].